Dataset: Forward reaction prediction with 1.9M reactions from USPTO patents (1976-2016). Task: Predict the product of the given reaction. (1) Given the reactants [H-].[Al+3].[Li+].[H-].[H-].[H-].C([O:9][C:10]([C:12]1[O:16][C:15]([C:17]2([CH3:23])[CH2:22][CH2:21][CH2:20][CH2:19][CH2:18]2)=[N:14][C:13]=1[CH3:24])=O)C.C(OCC)(=O)C.[Cl-].[NH4+], predict the reaction product. The product is: [CH3:24][C:13]1[N:14]=[C:15]([C:17]2([CH3:23])[CH2:22][CH2:21][CH2:20][CH2:19][CH2:18]2)[O:16][C:12]=1[CH2:10][OH:9]. (2) Given the reactants [NH2:1][C:2]1[CH:7]=[CH:6][C:5]([CH2:8][CH2:9][O:10][C:11]2[CH:12]=[C:13]([N+:17]([O-])=O)[CH:14]=[CH:15][CH:16]=2)=[C:4]([CH:20]=[N:21][C:22]([O:24][C:25]([CH3:28])([CH3:27])[CH3:26])=[O:23])[CH:3]=1, predict the reaction product. The product is: [NH2:17][C:13]1[CH:14]=[CH:15][CH:16]=[C:11]([O:10][CH2:9][CH2:8][C:5]2[CH:6]=[CH:7][C:2]([NH2:1])=[CH:3][C:4]=2[CH:20]=[N:21][C:22]([O:24][C:25]([CH3:28])([CH3:27])[CH3:26])=[O:23])[CH:12]=1.